From a dataset of Peptide-MHC class II binding affinity with 134,281 pairs from IEDB. Regression. Given a peptide amino acid sequence and an MHC pseudo amino acid sequence, predict their binding affinity value. This is MHC class II binding data. (1) The peptide sequence is ITAMSEVQKVSQPAT. The MHC is HLA-DQA10301-DQB10302 with pseudo-sequence HLA-DQA10301-DQB10302. The binding affinity (normalized) is 0.237. (2) The peptide sequence is MGAVTTEVAFGLVCA. The MHC is DRB1_0301 with pseudo-sequence DRB1_0301. The binding affinity (normalized) is 0.114. (3) The peptide sequence is NGSAEVHRGAVPRRG. The binding affinity (normalized) is 0.0336. The MHC is DRB1_1501 with pseudo-sequence DRB1_1501. (4) The peptide sequence is TLGVLVPHVGETPIA. The MHC is DRB1_0101 with pseudo-sequence DRB1_0101. The binding affinity (normalized) is 0.521.